From a dataset of Full USPTO retrosynthesis dataset with 1.9M reactions from patents (1976-2016). Predict the reactants needed to synthesize the given product. (1) Given the product [CH:17]([O:3][C:4]1[CH:13]=[CH:12][C:11]2[C:6](=[CH:7][CH:8]=[CH:9][CH:10]=2)[C:5]=1[CH:14]=[O:15])([CH3:19])[CH3:18], predict the reactants needed to synthesize it. The reactants are: [H-].[Na+].[OH:3][C:4]1[CH:13]=[CH:12][C:11]2[C:6](=[CH:7][CH:8]=[CH:9][CH:10]=2)[C:5]=1[CH:14]=[O:15].I[CH:17]([CH3:19])[CH3:18].[Cl-].[NH4+]. (2) Given the product [O:1]=[C:2]1[CH2:19][CH2:18][C@@:17]2([CH3:20])[C:4]([CH:5]=[CH:6][C@@H:7]3[C@@H:16]2[CH2:15][CH2:14][C@@:12]2([CH3:13])[C@H:8]3[CH2:9][CH2:10][C@@H:11]2[C:21]([NH:23][C:24]2[CH:29]=[CH:28][CH:27]=[CH:26][C:25]=2[C:30]([F:31])([F:32])[F:33])=[O:22])=[CH:3]1, predict the reactants needed to synthesize it. The reactants are: [O:1]=[C:2]1[CH2:19][CH2:18][C@@:17]2([CH3:20])[C:4]([CH2:5][CH2:6][C@@H:7]3[C@@H:16]2[CH2:15][CH2:14][C@@:12]2([CH3:13])[C@H:8]3[CH2:9][CH2:10][C@@H:11]2[C:21]([NH:23][C:24]2[CH:29]=[CH:28][CH:27]=[CH:26][C:25]=2[C:30]([F:33])([F:32])[F:31])=[O:22])=[CH:3]1.C1(Cl)C(=O)C(Cl)=C(Cl)C(=O)C=1Cl. (3) Given the product [OH:41][CH2:40][CH2:42][NH:43][C:32]([NH:25][C:24]1[CH:26]=[CH:27][C:21]([C:9]2[N:8]=[C:7]([N:1]3[CH2:2][CH2:3][O:4][CH2:5][CH2:6]3)[N:12]=[C:11]([N:13]3[CH:14]4[CH2:20][CH2:19][CH:18]3[CH2:17][O:16][CH2:15]4)[N:10]=2)=[CH:22][CH:23]=1)=[O:38], predict the reactants needed to synthesize it. The reactants are: [N:1]1([C:7]2[N:12]=[C:11]([N:13]3[CH:18]4[CH2:19][CH2:20][CH:14]3[CH2:15][O:16][CH2:17]4)[N:10]=[C:9]([C:21]3[CH:27]=[CH:26][C:24]([NH2:25])=[CH:23][CH:22]=3)[N:8]=2)[CH2:6][CH2:5][O:4][CH2:3][CH2:2]1.ClC(Cl)(O[C:32](=[O:38])OC(Cl)(Cl)Cl)Cl.[CH2:40]([CH2:42][NH2:43])[OH:41].